From a dataset of Catalyst prediction with 721,799 reactions and 888 catalyst types from USPTO. Predict which catalyst facilitates the given reaction. (1) Reactant: [NH2:1][C:2]1[CH:3]=[C:4]([C:8]2[C:17]3[C:12](=[C:13]4[CH:21]=[CH:20][CH:19]=[CH:18][C:14]4=[CH:15][CH:16]=3)[NH:11][C:10](=[O:22])[N:9]=2)[CH:5]=[CH:6][CH:7]=1.CO.[ClH:25]. Product: [ClH:25].[NH2:1][C:2]1[CH:3]=[C:4]([C:8]2[C:17]3[C:12](=[C:13]4[CH:21]=[CH:20][CH:19]=[CH:18][C:14]4=[CH:15][CH:16]=3)[NH:11][C:10](=[O:22])[N:9]=2)[CH:5]=[CH:6][CH:7]=1. The catalyst class is: 789. (2) Reactant: [Cl:1][C:2]1[CH:18]=[C:17]([F:19])[C:16]([F:20])=[CH:15][C:3]=1[C:4]([NH:6][C:7]1[NH:11][N:10]=[C:9]([C:12]([OH:14])=[O:13])[CH:8]=1)=[O:5].O.O[N:23]1[C:27]2[CH:28]=[CH:29][CH:30]=[CH:31][C:26]=2[N:25]=[N:24]1.CCN=C=NCCCN(C)C.Cl.O. Product: [Cl:1][C:2]1[CH:18]=[C:17]([F:19])[C:16]([F:20])=[CH:15][C:3]=1[C:4]([NH:6][C:7]1[NH:11][N:10]=[C:9]([C:12]([O:14][N:23]2[C:27]3[CH:28]=[CH:29][CH:30]=[CH:31][C:26]=3[N:25]=[N:24]2)=[O:13])[CH:8]=1)=[O:5]. The catalyst class is: 9. (3) Reactant: [OH:1][C:2]1[C:11]([C:12](=[O:15])[CH2:13][CH3:14])=[CH:10][CH:9]=[C:8]2[C:3]=1[CH:4]=[CH:5][CH2:6][O:7]2.[N+](=[CH:18][C:19]([O:21][CH2:22][CH3:23])=[O:20])=[N-]. Product: [CH2:22]([O:21][C:19]([CH:18]1[CH:4]2[CH:5]1[CH2:6][O:7][C:8]1[CH:9]=[CH:10][C:11]([C:12](=[O:15])[CH2:13][CH3:14])=[C:2]([OH:1])[C:3]=12)=[O:20])[CH3:23]. The catalyst class is: 26.